Task: Predict the reaction yield, written as a fraction of the theoretical maximum amount of product (1.0 means a 100% yield; for example, 0.34 means a 34% yield).. Dataset: Reaction yield outcomes from USPTO patents with 853,638 reactions (1) The reactants are [F:1][C:2]1[CH:7]=[CH:6][C:5]([C:8]2[N:12]([CH3:13])[N:11]=[CH:10][C:9]=2/[CH:14]=[CH:15]/[C:16]([OH:18])=[O:17])=[CH:4][CH:3]=1.O1CCCC1.[H][H]. The catalyst is [C].[Pd].C(O)C. The product is [F:1][C:2]1[CH:3]=[CH:4][C:5]([C:8]2[N:12]([CH3:13])[N:11]=[CH:10][C:9]=2[CH2:14][CH2:15][C:16]([OH:18])=[O:17])=[CH:6][CH:7]=1. The yield is 0.970. (2) The reactants are Br[C:2]1[S:6][C:5]([S:7]([NH:10][C:11]2[CH:19]=[CH:18][C:14]([C:15]([OH:17])=[O:16])=[C:13]([OH:20])[CH:12]=2)(=[O:9])=[O:8])=[CH:4][CH:3]=1.[O:21]1[C:25]2[CH:26]=[CH:27][C:28](B(O)O)=[CH:29][C:24]=2[CH2:23][CH2:22]1. No catalyst specified. The product is [O:21]1[C:25]2[CH:26]=[CH:27][C:28]([C:2]3[S:6][C:5]([S:7]([NH:10][C:11]4[CH:19]=[CH:18][C:14]([C:15]([OH:17])=[O:16])=[C:13]([OH:20])[CH:12]=4)(=[O:9])=[O:8])=[CH:4][CH:3]=3)=[CH:29][C:24]=2[CH2:23][CH2:22]1. The yield is 0.730.